This data is from Reaction yield outcomes from USPTO patents with 853,638 reactions. The task is: Predict the reaction yield, written as a fraction of the theoretical maximum amount of product (1.0 means a 100% yield; for example, 0.34 means a 34% yield). The reactants are [CH3:1][N:2]([CH3:25])[C:3](=[O:24])[CH2:4][C:5]1[C:13]2[C:8](=[C:9]([F:21])[CH:10]=[C:11]([CH2:16][CH2:17][C:18](O)=[O:19])[C:12]=2[O:14][CH3:15])[N:7]([CH2:22][CH3:23])[CH:6]=1.C[N:27](C(ON1N=NC2C=CC=NC1=2)=[N+](C)C)C.F[P-](F)(F)(F)(F)F.CCN(C(C)C)C(C)C.[Cl-].[NH4+]. The catalyst is C1COCC1.O. The product is [CH3:1][N:2]([CH3:25])[C:3](=[O:24])[CH2:4][C:5]1[C:13]2[C:8](=[C:9]([F:21])[CH:10]=[C:11]([CH2:16][CH2:17][C:18]([NH2:27])=[O:19])[C:12]=2[O:14][CH3:15])[N:7]([CH2:22][CH3:23])[CH:6]=1. The yield is 0.840.